This data is from Reaction yield outcomes from USPTO patents with 853,638 reactions. The task is: Predict the reaction yield, written as a fraction of the theoretical maximum amount of product (1.0 means a 100% yield; for example, 0.34 means a 34% yield). (1) The yield is 0.170. No catalyst specified. The reactants are COCCOC[O:7][C:8]1[CH:15]=[CH:14][C:11]([CH:12]=O)=[CH:10][CH:9]=1.[F:16][C:17]([F:32])([F:31])[C:18]1[CH:19]=[C:20]([CH2:28][C:29]#[N:30])[CH:21]=[C:22]([C:24]([F:27])([F:26])[F:25])[CH:23]=1. The product is [F:16][C:17]([F:31])([F:32])[C:18]1[CH:19]=[C:20](/[C:28](=[CH:12]/[C:11]2[CH:10]=[CH:9][C:8]([OH:7])=[CH:15][CH:14]=2)/[C:29]#[N:30])[CH:21]=[C:22]([C:24]([F:25])([F:26])[F:27])[CH:23]=1. (2) The reactants are C(O)(=O)C.[C:5]([C:7]1[CH:14]=[CH:13][C:10](C=O)=[CH:9][CH:8]=1)#[CH:6].[NH:15]1[CH2:19][CH2:18][CH2:17][CH2:16]1.[BH-](OC(C)=O)(OC(C)=O)OC(C)=O.[Na+]. The catalyst is ClCCCl. The product is [C:5]([C:7]1[CH:8]=[CH:9][C:10]([N:15]2[CH2:19][CH2:18][CH2:17][CH2:16]2)=[CH:13][CH:14]=1)#[CH:6]. The yield is 1.00. (3) The reactants are [CH3:1][O:2][C:3]1[CH:4]=[C:5]2[C:10](=[CH:11][C:12]=1[O:13][CH3:14])[N:9]=[CH:8][CH:7]=[C:6]2[O:15][C:16]1[CH:26]=[CH:25][C:19]([O:20][CH2:21][C:22](O)=[O:23])=[CH:18][CH:17]=1.CCN=C=NCCCN(C)C.Cl.C1C=CC2N(O)N=NC=2C=1.[NH2:49][C:50]1[CH:55]=[CH:54][C:53]([CH3:56])=[CH:52][CH:51]=1.C(=O)([O-])O.[Na+]. The catalyst is C(Cl)(Cl)Cl.O. The product is [CH3:56][C:53]1[CH:54]=[CH:55][C:50]([NH:49][C:22](=[O:23])[CH2:21][O:20][C:19]2[CH:25]=[CH:26][C:16]([O:15][C:6]3[C:5]4[C:10](=[CH:11][C:12]([O:13][CH3:14])=[C:3]([O:2][CH3:1])[CH:4]=4)[N:9]=[CH:8][CH:7]=3)=[CH:17][CH:18]=2)=[CH:51][CH:52]=1. The yield is 0.410. (4) The reactants are [NH2:1][C:2]1[N:6](C(OC(C)(C)C)=O)[N:5]=[C:4]([CH:14]2[CH2:16][CH2:15]2)[CH:3]=1.Br[C:18]1[C:19](=[O:26])[N:20]([CH3:25])[CH:21]=[C:22]([Br:24])[CH:23]=1.C(=O)([O-])[O-].[Cs+].[Cs+].CC1(C)C2C(=C(P(C3C=CC=CC=3)C3C=CC=CC=3)C=CC=2)OC2C(P(C3C=CC=CC=3)C3C=CC=CC=3)=CC=CC1=2. The catalyst is C1C=CC(/C=C/C(/C=C/C2C=CC=CC=2)=O)=CC=1.C1C=CC(/C=C/C(/C=C/C2C=CC=CC=2)=O)=CC=1.C1C=CC(/C=C/C(/C=C/C2C=CC=CC=2)=O)=CC=1.[Pd].[Pd].O1CCOCC1. The product is [Br:24][C:22]1[CH:23]=[C:18]([NH:1][C:2]2[NH:6][N:5]=[C:4]([CH:14]3[CH2:15][CH2:16]3)[CH:3]=2)[C:19](=[O:26])[N:20]([CH3:25])[CH:21]=1. The yield is 0.700.